This data is from Full USPTO retrosynthesis dataset with 1.9M reactions from patents (1976-2016). The task is: Predict the reactants needed to synthesize the given product. (1) The reactants are: F[P-](F)(F)(F)(F)F.N1(O[P+](N(C)C)(N(C)C)N(C)C)C2C=CC=CC=2N=N1.[NH2:28][C@H:29]1[CH2:34][CH2:33][C@H:32]([NH:35][C:36]2[CH:37]=[C:38]([NH:55][CH:56]3[CH2:58][CH2:57]3)[C:39]3[N:40]([C:42]([C:45]([NH:47][C:48]4[CH:53]=[CH:52][N:51]=[C:50]([Cl:54])[CH:49]=4)=[O:46])=[CH:43][N:44]=3)[N:41]=2)[CH2:31][CH2:30]1.CCN(C(C)C)C(C)C.[C:68]([CH2:70][C:71](O)=[O:72])#[N:69]. Given the product [Cl:54][C:50]1[CH:49]=[C:48]([NH:47][C:45]([C:42]2[N:40]3[N:41]=[C:36]([NH:35][C@H:32]4[CH2:31][CH2:30][C@H:29]([NH:28][C:71](=[O:72])[CH2:70][C:68]#[N:69])[CH2:34][CH2:33]4)[CH:37]=[C:38]([NH:55][CH:56]4[CH2:57][CH2:58]4)[C:39]3=[N:44][CH:43]=2)=[O:46])[CH:53]=[CH:52][N:51]=1, predict the reactants needed to synthesize it. (2) Given the product [CH:34]1([CH2:37][N:38]2[C:43](=[O:44])[C:42]([CH2:45][CH2:46][CH2:47][N:11]3[CH2:12][CH2:13][N:8]([CH3:6])[CH2:9][CH2:10]3)=[CH:41][C:40]([C:53]3[CH:58]=[CH:57][C:56]([O:59][CH3:60])=[C:55]([F:61])[CH:54]=3)=[N:39]2)[CH2:36][CH2:35]1, predict the reactants needed to synthesize it. The reactants are: C(O[C:6]([N:8]1[CH2:13][CH2:12][N:11](C2C(=O)N(CC(C)C)N=C(C3C=CC(C)=C(F)C=3)C=2C)[CH2:10][CH2:9]1)=O)(C)(C)C.[CH:34]1([CH2:37][N:38]2[C:43](=[O:44])[C:42]([CH2:45][CH2:46][CH2:47]OS(C)(=O)=O)=[CH:41][C:40]([C:53]3[CH:58]=[CH:57][C:56]([O:59][CH3:60])=[C:55]([F:61])[CH:54]=3)=[N:39]2)[CH2:36][CH2:35]1.CN1CCNCC1. (3) Given the product [N:26]1([C:24]([C:23]2[CH:39]=[CH:40][C:20]([C:17]3[CH:18]=[CH:19][C:14]4[N:15]([C:11]([C:7]5[CH:8]=[C:9]6[C:4](=[CH:5][CH:6]=5)[NH:3][C:2](=[O:1])[CH2:10]6)=[CH:12][N:13]=4)[N:16]=3)=[CH:21][CH:22]=2)=[O:25])[CH2:27][CH2:28][NH:29][CH2:30][CH2:31]1, predict the reactants needed to synthesize it. The reactants are: [O:1]=[C:2]1[CH2:10][C:9]2[C:4](=[CH:5][CH:6]=[C:7]([C:11]3[N:15]4[N:16]=[C:17]([C:20]5[CH:40]=[CH:39][C:23]([C:24]([N:26]6[CH2:31][CH2:30][N:29](C(OC(C)(C)C)=O)[CH2:28][CH2:27]6)=[O:25])=[CH:22][CH:21]=5)[CH:18]=[CH:19][C:14]4=[N:13][CH:12]=3)[CH:8]=2)[NH:3]1.C(O)(C(F)(F)F)=O. (4) Given the product [CH2:22]([O:24][C:25]([CH:27]1[CH2:31][CH2:30][CH2:29][CH:28]1[N:32]([CH2:33][C:34]1[CH:35]=[CH:36][C:37]([Cl:40])=[CH:38][CH:39]=1)[C:17](=[O:19])[CH2:16][C:11]1[NH:10][C:9]2[CH:20]=[CH:21][C:6]([NH:5][S:2]([CH3:1])(=[O:3])=[O:4])=[CH:7][C:8]=2[S:13](=[O:14])(=[O:15])[N:12]=1)=[O:26])[CH3:23], predict the reactants needed to synthesize it. The reactants are: [CH3:1][S:2]([NH:5][C:6]1[CH:21]=[CH:20][C:9]2[NH:10][C:11]([CH2:16][C:17]([OH:19])=O)=[N:12][S:13](=[O:15])(=[O:14])[C:8]=2[CH:7]=1)(=[O:4])=[O:3].[CH2:22]([O:24][C:25]([CH:27]1[CH2:31][CH2:30][CH2:29][CH:28]1[NH:32][CH2:33][C:34]1[CH:39]=[CH:38][C:37]([Cl:40])=[CH:36][CH:35]=1)=[O:26])[CH3:23].Cl.CN(C)CCCN=C=NCC.CN1CCOCC1.Cl. (5) Given the product [Cl:2][C:3]1[CH:4]=[N:5][N:6]([C:8]2[CH:13]=[CH:12][C:11]([OH:14])=[C:10]([F:16])[CH:9]=2)[CH:7]=1, predict the reactants needed to synthesize it. The reactants are: Br.[Cl:2][C:3]1[CH:4]=[N:5][N:6]([C:8]2[CH:13]=[CH:12][C:11]([O:14]C)=[C:10]([F:16])[CH:9]=2)[CH:7]=1. (6) Given the product [Cl:21][C:17]1[CH:16]=[C:15]([S:12]([NH:11][C:9]2[CH:8]=[C:7]([CH3:22])[N:6]=[C:5]3[S:4][C:3]([CH3:23])=[C:2]([C:30]4[CH:31]=[CH:32][CH:33]=[C:28]([CH2:27][N:26]([CH3:43])[CH3:25])[CH:29]=4)[C:10]=23)(=[O:14])=[O:13])[CH:20]=[CH:19][CH:18]=1, predict the reactants needed to synthesize it. The reactants are: Br[C:2]1[C:10]2[C:5](=[N:6][C:7]([CH3:22])=[CH:8][C:9]=2[NH:11][S:12]([C:15]2[CH:20]=[CH:19][CH:18]=[C:17]([Cl:21])[CH:16]=2)(=[O:14])=[O:13])[S:4][C:3]=1[CH3:23].Cl.[CH3:25][N:26]([CH3:43])[CH2:27][C:28]1[CH:33]=[CH:32][CH:31]=[C:30](B2OC(C)(C)C(C)(C)O2)[CH:29]=1.C(=O)([O-])[O-].[K+].[K+].C(OCC)(=O)C.